This data is from Reaction yield outcomes from USPTO patents with 853,638 reactions. The task is: Predict the reaction yield, written as a fraction of the theoretical maximum amount of product (1.0 means a 100% yield; for example, 0.34 means a 34% yield). (1) The reactants are [OH:1][C:2]1[CH:3]=[C:4]([S:8][C:9]([CH3:15])([CH3:14])[C:10]([O:12][CH3:13])=[O:11])[CH:5]=[CH:6][CH:7]=1.[CH:16]1[C:28]2[N:27]([CH2:29][CH2:30]O)[C:26]3[C:21](=[CH:22][CH:23]=[CH:24][CH:25]=3)[C:20]=2[CH:19]=[CH:18][CH:17]=1.CC(OC(/N=N/C(OC(C)C)=O)=O)C.C1(P(C2C=CC=CC=2)C2C=CC=CC=2)C=CC=CC=1. The catalyst is C1COCC1. The product is [CH:25]1[C:26]2[N:27]([CH2:29][CH2:30][O:1][C:2]3[CH:3]=[C:4]([S:8][C:9]([CH3:15])([CH3:14])[C:10]([O:12][CH3:13])=[O:11])[CH:5]=[CH:6][CH:7]=3)[C:28]3[C:20](=[CH:19][CH:18]=[CH:17][CH:16]=3)[C:21]=2[CH:22]=[CH:23][CH:24]=1. The yield is 0.450. (2) The yield is 0.760. The product is [S:1]1[CH2:6][CH2:5][CH:4]=[C:3]([C:7]([O:9][CH3:18])=[O:8])[CH2:2]1. No catalyst specified. The reactants are [S:1]1[CH2:6][CH2:5][CH:4]=[C:3]([C:7]([O-:9])=[O:8])[CH2:2]1.B(O[O-])=O.[Na+].O.[OH-].[Na+].[C:18](O)(=O)C.